This data is from Reaction yield outcomes from USPTO patents with 853,638 reactions. The task is: Predict the reaction yield, written as a fraction of the theoretical maximum amount of product (1.0 means a 100% yield; for example, 0.34 means a 34% yield). The reactants are [OH:1][C:2]1[C:3]([CH3:15])=[N:4][C:5]2[C:10]([C:11]=1C(O)=O)=[CH:9][CH:8]=[CH:7][CH:6]=2.[CH2:16]([O:23][C:24]1[CH:33]=[C:32]2[C:27]([C:28](Cl)=[CH:29][CH:30]=[N:31]2)=[CH:26][C:25]=1[O:35][CH3:36])[C:17]1[CH:22]=[CH:21][CH:20]=[CH:19][CH:18]=1. The catalyst is CN(C1C=CN=CC=1)C.ClC1C=CC=CC=1Cl. The product is [CH2:16]([O:23][C:24]1[CH:33]=[C:32]2[C:27]([C:28]([O:1][C:2]3[C:3]([CH3:15])=[N:4][C:5]4[C:10]([CH:11]=3)=[CH:9][CH:8]=[CH:7][CH:6]=4)=[CH:29][CH:30]=[N:31]2)=[CH:26][C:25]=1[O:35][CH3:36])[C:17]1[CH:18]=[CH:19][CH:20]=[CH:21][CH:22]=1. The yield is 0.850.